This data is from Forward reaction prediction with 1.9M reactions from USPTO patents (1976-2016). The task is: Predict the product of the given reaction. Given the reactants Br[C:2]1[N:7]=[N:6][C:5]([NH2:8])=[N:4][C:3]=1[C:9]1[CH:14]=[CH:13][CH:12]=[CH:11][CH:10]=1.[CH3:15][CH:16]1[O:21][CH:20]([CH3:22])[CH2:19][NH:18][CH2:17]1, predict the reaction product. The product is: [CH3:22][CH:20]1[O:21][CH:16]([CH3:15])[CH2:17][N:18]([C:2]2[N:7]=[N:6][C:5]([NH2:8])=[N:4][C:3]=2[C:9]2[CH:14]=[CH:13][CH:12]=[CH:11][CH:10]=2)[CH2:19]1.